Dataset: Peptide-MHC class II binding affinity with 134,281 pairs from IEDB. Task: Regression. Given a peptide amino acid sequence and an MHC pseudo amino acid sequence, predict their binding affinity value. This is MHC class II binding data. (1) The peptide sequence is VDLAKSLRIAAKIYS. The MHC is DRB1_1501 with pseudo-sequence DRB1_1501. The binding affinity (normalized) is 0.422. (2) The peptide sequence is RRRPRRIRRSAHRRA. The MHC is H-2-IAd with pseudo-sequence H-2-IAd. The binding affinity (normalized) is 0.296.